From a dataset of Full USPTO retrosynthesis dataset with 1.9M reactions from patents (1976-2016). Predict the reactants needed to synthesize the given product. Given the product [ClH:41].[NH2:7][C:8]1[CH:13]=[C:12]([NH:14][C:15]([N:17]2[CH2:22][CH2:21][N:20]([C:23](=[O:39])[C:24]3[CH:29]=[CH:28][CH:27]=[C:26]([O:30][CH2:31][CH2:32][CH:33]4[CH2:38][CH2:37][CH2:36][CH2:35][CH2:34]4)[CH:25]=3)[CH2:19][CH2:18]2)=[O:16])[CH:11]=[N:10][CH:9]=1, predict the reactants needed to synthesize it. The reactants are: C(OC(=O)[NH:7][C:8]1[CH:9]=[N:10][CH:11]=[C:12]([NH:14][C:15]([N:17]2[CH2:22][CH2:21][N:20]([C:23](=[O:39])[C:24]3[CH:29]=[CH:28][CH:27]=[C:26]([O:30][CH2:31][CH2:32][CH:33]4[CH2:38][CH2:37][CH2:36][CH2:35][CH2:34]4)[CH:25]=3)[CH2:19][CH2:18]2)=[O:16])[CH:13]=1)(C)(C)C.[ClH:41].CCOC(C)=O.